Dataset: Full USPTO retrosynthesis dataset with 1.9M reactions from patents (1976-2016). Task: Predict the reactants needed to synthesize the given product. Given the product [CH2:1]([O:8][C:9]([N:11]1[CH2:16][CH2:15][N:14]([C:23]2[C:24](=[O:31])[C:25](=[O:26])[C:22]=2[O:21][CH2:17][CH2:18][CH2:19][CH3:20])[CH2:13][CH2:12]1)=[O:10])[C:2]1[CH:7]=[CH:6][CH:5]=[CH:4][CH:3]=1, predict the reactants needed to synthesize it. The reactants are: [CH2:1]([O:8][C:9]([N:11]1[CH2:16][CH2:15][NH:14][CH2:13][CH2:12]1)=[O:10])[C:2]1[CH:7]=[CH:6][CH:5]=[CH:4][CH:3]=1.[CH2:17]([O:21][C:22]1[C:23](=O)[C:24](=[O:31])[C:25]=1[O:26]CCCC)[CH2:18][CH2:19][CH3:20].